From a dataset of Reaction yield outcomes from USPTO patents with 853,638 reactions. Predict the reaction yield, written as a fraction of the theoretical maximum amount of product (1.0 means a 100% yield; for example, 0.34 means a 34% yield). (1) The reactants are [Cl:1][C:2]1[CH:27]=[CH:26][C:5]([O:6][C:7]2[CH:12]=[CH:11][N:10]=[C:9]3[N:13]([CH2:17][C:18]4[CH:23]=[CH:22][C:21]([O:24][CH3:25])=[CH:20][CH:19]=4)[N:14]=[C:15](I)[C:8]=23)=[CH:4][CH:3]=1.[NH2:28][C@@H:29]1[CH2:33][CH2:32][N:31]([C:34]([O:36][C:37]([CH3:40])([CH3:39])[CH3:38])=[O:35])[CH2:30]1.N1CCC[C@H]1C(O)=O.C([O-])([O-])=O.[K+].[K+]. The catalyst is CS(C)=O.O.[Cu]I. The product is [Cl:1][C:2]1[CH:27]=[CH:26][C:5]([O:6][C:7]2[CH:12]=[CH:11][N:10]=[C:9]3[N:13]([CH2:17][C:18]4[CH:23]=[CH:22][C:21]([O:24][CH3:25])=[CH:20][CH:19]=4)[N:14]=[C:15]([NH:28][C@@H:29]4[CH2:33][CH2:32][N:31]([C:34]([O:36][C:37]([CH3:40])([CH3:39])[CH3:38])=[O:35])[CH2:30]4)[C:8]=23)=[CH:4][CH:3]=1. The yield is 0.220. (2) The reactants are Br[C:2]1[CH:3]=[C:4]([NH:10][C:11]2[CH:12]=[C:13]3[C:19]([CH3:20])=[N:18][N:17]([CH3:21])[C:14]3=[CH:15][N:16]=2)[C:5](=[O:9])[N:6]([CH3:8])[CH:7]=1.[C:22]([O:25][CH2:26][C:27]1[C:28]([N:42]2[CH2:53][CH2:52][N:51]3[C:44](=[CH:45][C:46]4[CH2:47][C:48]([CH3:55])([CH3:54])[CH2:49][C:50]=43)[C:43]2=[O:56])=[N:29][CH:30]=[CH:31][C:32]=1B1OC(C)(C)C(C)(C)O1)(=[O:24])[CH3:23].[O-]P([O-])([O-])=O.[K+].[K+].[K+].C([O-])(=O)C.[Na+]. The catalyst is C1C=CC(P(C2C=CC=CC=2)[C-]2C=CC=C2)=CC=1.C1C=CC(P(C2C=CC=CC=2)[C-]2C=CC=C2)=CC=1.Cl[Pd]Cl.[Fe+2].C(#N)C.O. The product is [C:22]([O:25][CH2:26][C:27]1[C:28]([N:42]2[CH2:53][CH2:52][N:51]3[C:44](=[CH:45][C:46]4[CH2:47][C:48]([CH3:55])([CH3:54])[CH2:49][C:50]=43)[C:43]2=[O:56])=[N:29][CH:30]=[CH:31][C:32]=1[C:2]1[CH:3]=[C:4]([NH:10][C:11]2[CH:12]=[C:13]3[C:19]([CH3:20])=[N:18][N:17]([CH3:21])[C:14]3=[CH:15][N:16]=2)[C:5](=[O:9])[N:6]([CH3:8])[CH:7]=1)(=[O:24])[CH3:23]. The yield is 0.330. (3) The catalyst is CN(C)C1C=CN=CC=1. The reactants are [CH3:1][NH:2][C:3]1[CH:11]=[CH:10][C:6]([C:7]([O-:9])=[O:8])=[CH:5][CH:4]=1.Cl.C(N=C=NCCCN(C)C)C.[C:24](O)([CH3:27])([CH3:26])[CH3:25]. The product is [CH3:1][NH:2][C:3]1[CH:11]=[CH:10][C:6]([C:7]([O:9][C:24]([CH3:27])([CH3:26])[CH3:25])=[O:8])=[CH:5][CH:4]=1. The yield is 0.780. (4) The reactants are [OH:1][CH:2]([C:19]1[CH:24]=[CH:23][CH:22]=[CH:21][CH:20]=1)[CH2:3][O:4][C:5]1[CH:18]=[CH:17][C:8]([CH2:9][CH:10]2[S:14][C:13](=[O:15])[NH:12][C:11]2=[O:16])=[CH:7][CH:6]=1.CS(C)=O.O=P12OP3(OP(OP(O3)(O1)=O)(=O)O2)=O.C(N(CC)CC)C. The catalyst is C(Cl)Cl. The product is [O:1]=[C:2]([C:19]1[CH:24]=[CH:23][CH:22]=[CH:21][CH:20]=1)[CH2:3][O:4][C:5]1[CH:18]=[CH:17][C:8]([CH2:9][CH:10]2[S:14][C:13](=[O:15])[NH:12][C:11]2=[O:16])=[CH:7][CH:6]=1. The yield is 0.400. (5) The reactants are [NH2:1][C:2]1[C:7]2[C:8](=[O:29])[N:9]([C:14]3[CH:19]=[CH:18][C:17]([O:20]CC4C=CC=CC=4)=[C:16]([F:28])[CH:15]=3)[CH2:10][C@@H:11]([CH3:13])[O:12][C:6]=2[N:5]=[CH:4][N:3]=1. The catalyst is CO.O[Pd]O. The product is [NH2:1][C:2]1[C:7]2[C:8](=[O:29])[N:9]([C:14]3[CH:19]=[CH:18][C:17]([OH:20])=[C:16]([F:28])[CH:15]=3)[CH2:10][C@@H:11]([CH3:13])[O:12][C:6]=2[N:5]=[CH:4][N:3]=1. The yield is 0.770. (6) The reactants are [NH2:1][C:2]1[CH:7]=[C:6]([CH3:8])[N:5]=[C:4]([CH3:9])[CH:3]=1.II.FC(F)(F)C(OI([C:25]1[CH:30]=CC=C[CH:26]=1)OC(=O)C(F)(F)F)=O.[Cl:33]CCl. The catalyst is CO. The product is [Cl:33][C:30]1[CH:25]=[CH:26][C:7]2[C:2](=[CH:3][C:4]([CH3:9])=[N:5][C:6]=2[CH3:8])[N:1]=1. The yield is 0.212. (7) The reactants are [C:1]([C:5]1[C:6]([N+:19]([O-])=O)=[CH:7][C:8]([N+]([O-])=O)=[C:9](/[CH:11]=[CH:12]/[N:13](C)C)[CH:10]=1)([CH3:4])([CH3:3])[CH3:2].O.O.[Sn](Cl)Cl. The catalyst is C(O)C. The product is [C:1]([C:5]1[CH:10]=[C:9]2[C:8](=[CH:7][C:6]=1[NH2:19])[NH:13][CH:12]=[CH:11]2)([CH3:2])([CH3:3])[CH3:4]. The yield is 0.120. (8) The reactants are [F:1][C:2]1[CH:9]=[C:8]([O:10][CH3:11])[CH:7]=[CH:6][C:3]=1[CH:4]=O.[NH2:12][C:13]1[CH:21]=[C:20]([O:22][CH3:23])[CH:19]=[C:18]([O:24][CH3:25])[C:14]=1[C:15]([NH2:17])=[O:16].OS([O-])=O.[Na+].O.C1(C)C=CC(S(O)(=O)=O)=CC=1. The catalyst is CN(C)C(=O)C. The product is [F:1][C:2]1[CH:9]=[C:8]([O:10][CH3:11])[CH:7]=[CH:6][C:3]=1[C:4]1[NH:17][C:15](=[O:16])[C:14]2[C:13](=[CH:21][C:20]([O:22][CH3:23])=[CH:19][C:18]=2[O:24][CH3:25])[N:12]=1. The yield is 0.570.